From a dataset of NCI-60 drug combinations with 297,098 pairs across 59 cell lines. Regression. Given two drug SMILES strings and cell line genomic features, predict the synergy score measuring deviation from expected non-interaction effect. (1) Synergy scores: CSS=63.3, Synergy_ZIP=2.44, Synergy_Bliss=-0.151, Synergy_Loewe=-12.2, Synergy_HSA=3.34. Drug 2: C1C(C(OC1N2C=C(C(=O)NC2=O)F)CO)O. Cell line: NCI-H460. Drug 1: CN(C)N=NC1=C(NC=N1)C(=O)N. (2) Drug 1: CC12CCC3C(C1CCC2O)C(CC4=C3C=CC(=C4)O)CCCCCCCCCS(=O)CCCC(C(F)(F)F)(F)F. Drug 2: B(C(CC(C)C)NC(=O)C(CC1=CC=CC=C1)NC(=O)C2=NC=CN=C2)(O)O. Cell line: OVCAR-5. Synergy scores: CSS=39.1, Synergy_ZIP=1.15, Synergy_Bliss=0.995, Synergy_Loewe=-39.0, Synergy_HSA=0.137. (3) Drug 1: CCN(CC)CCCC(C)NC1=C2C=C(C=CC2=NC3=C1C=CC(=C3)Cl)OC. Drug 2: B(C(CC(C)C)NC(=O)C(CC1=CC=CC=C1)NC(=O)C2=NC=CN=C2)(O)O. Cell line: SF-539. Synergy scores: CSS=48.4, Synergy_ZIP=-1.85, Synergy_Bliss=-0.148, Synergy_Loewe=-25.1, Synergy_HSA=-2.21. (4) Drug 1: CC1=C(C=C(C=C1)C(=O)NC2=CC(=CC(=C2)C(F)(F)F)N3C=C(N=C3)C)NC4=NC=CC(=N4)C5=CN=CC=C5. Drug 2: CCN(CC)CCCC(C)NC1=C2C=C(C=CC2=NC3=C1C=CC(=C3)Cl)OC. Cell line: DU-145. Synergy scores: CSS=25.6, Synergy_ZIP=-4.68, Synergy_Bliss=-3.13, Synergy_Loewe=-10.9, Synergy_HSA=-5.96. (5) Drug 1: C1=CN(C=N1)CC(O)(P(=O)(O)O)P(=O)(O)O. Drug 2: C1CC(=O)NC(=O)C1N2C(=O)C3=CC=CC=C3C2=O. Cell line: U251. Synergy scores: CSS=2.47, Synergy_ZIP=-2.32, Synergy_Bliss=-1.42, Synergy_Loewe=0.290, Synergy_HSA=-2.10. (6) Drug 1: C(CC(=O)O)C(=O)CN.Cl. Drug 2: COC1=C2C(=CC3=C1OC=C3)C=CC(=O)O2. Cell line: K-562. Synergy scores: CSS=-1.51, Synergy_ZIP=-0.647, Synergy_Bliss=-3.35, Synergy_Loewe=-3.63, Synergy_HSA=-2.70.